From a dataset of Full USPTO retrosynthesis dataset with 1.9M reactions from patents (1976-2016). Predict the reactants needed to synthesize the given product. Given the product [C:33](=[O:34])([O:35][C:36]1[CH:37]=[CH:38][C:39]([N+:42]([O-:44])=[O:43])=[CH:40][CH:41]=1)[O:9][CH2:8][CH:7]([C:5]1[O:6][C:2]([Br:1])=[C:3]([C:22]2[CH:27]=[CH:26][C:25]([C:28]([F:29])([F:30])[F:31])=[CH:24][CH:23]=2)[N:4]=1)[O:10][C:11]1[CH:19]=[CH:18][C:17]([F:20])=[C:13]([C:14](=[O:15])[NH2:16])[C:12]=1[F:21], predict the reactants needed to synthesize it. The reactants are: [Br:1][C:2]1[O:6][C:5]([CH:7]([O:10][C:11]2[C:12]([F:21])=[C:13]([C:17]([F:20])=[CH:18][CH:19]=2)[C:14]([NH2:16])=[O:15])[CH2:8][OH:9])=[N:4][C:3]=1[C:22]1[CH:27]=[CH:26][C:25]([C:28]([F:31])([F:30])[F:29])=[CH:24][CH:23]=1.Cl[C:33]([O:35][C:36]1[CH:41]=[CH:40][C:39]([N+:42]([O-:44])=[O:43])=[CH:38][CH:37]=1)=[O:34].N1C=CC=CC=1.O.